This data is from NCI-60 drug combinations with 297,098 pairs across 59 cell lines. The task is: Regression. Given two drug SMILES strings and cell line genomic features, predict the synergy score measuring deviation from expected non-interaction effect. (1) Drug 1: C1=NC(=NC(=O)N1C2C(C(C(O2)CO)O)O)N. Drug 2: CCN(CC)CCNC(=O)C1=C(NC(=C1C)C=C2C3=C(C=CC(=C3)F)NC2=O)C. Cell line: A498. Synergy scores: CSS=10.7, Synergy_ZIP=-3.52, Synergy_Bliss=-3.34, Synergy_Loewe=-4.21, Synergy_HSA=-3.12. (2) Drug 1: CC1=C(C=C(C=C1)NC2=NC=CC(=N2)N(C)C3=CC4=NN(C(=C4C=C3)C)C)S(=O)(=O)N.Cl. Drug 2: C1CN(CCN1C(=O)CCBr)C(=O)CCBr. Cell line: NCI-H522. Synergy scores: CSS=15.6, Synergy_ZIP=-4.50, Synergy_Bliss=-2.15, Synergy_Loewe=-5.43, Synergy_HSA=-1.86. (3) Drug 1: C1CN(CCN1C(=O)CCBr)C(=O)CCBr. Drug 2: C1CN(P(=O)(OC1)NCCCl)CCCl. Cell line: UACC-257. Synergy scores: CSS=12.9, Synergy_ZIP=-2.95, Synergy_Bliss=-0.674, Synergy_Loewe=-11.2, Synergy_HSA=0.471. (4) Drug 1: CS(=O)(=O)CCNCC1=CC=C(O1)C2=CC3=C(C=C2)N=CN=C3NC4=CC(=C(C=C4)OCC5=CC(=CC=C5)F)Cl. Drug 2: C1=CC=C(C(=C1)C(C2=CC=C(C=C2)Cl)C(Cl)Cl)Cl. Cell line: NCI-H460. Synergy scores: CSS=1.48, Synergy_ZIP=0.519, Synergy_Bliss=1.75, Synergy_Loewe=0.0809, Synergy_HSA=0.431. (5) Drug 1: CN(C)N=NC1=C(NC=N1)C(=O)N. Drug 2: CC1CCC2CC(C(=CC=CC=CC(CC(C(=O)C(C(C(=CC(C(=O)CC(OC(=O)C3CCCCN3C(=O)C(=O)C1(O2)O)C(C)CC4CCC(C(C4)OC)O)C)C)O)OC)C)C)C)OC. Cell line: HS 578T. Synergy scores: CSS=3.84, Synergy_ZIP=-11.0, Synergy_Bliss=-16.2, Synergy_Loewe=-27.0, Synergy_HSA=-15.8. (6) Drug 1: CN1CCC(CC1)COC2=C(C=C3C(=C2)N=CN=C3NC4=C(C=C(C=C4)Br)F)OC. Drug 2: C1=NNC2=C1C(=O)NC=N2. Cell line: OVCAR-5. Synergy scores: CSS=21.2, Synergy_ZIP=1.82, Synergy_Bliss=4.39, Synergy_Loewe=-10.4, Synergy_HSA=3.01. (7) Drug 1: CC1=C2C(C(=O)C3(C(CC4C(C3C(C(C2(C)C)(CC1OC(=O)C(C(C5=CC=CC=C5)NC(=O)OC(C)(C)C)O)O)OC(=O)C6=CC=CC=C6)(CO4)OC(=O)C)O)C)O. Drug 2: CC1=C(N=C(N=C1N)C(CC(=O)N)NCC(C(=O)N)N)C(=O)NC(C(C2=CN=CN2)OC3C(C(C(C(O3)CO)O)O)OC4C(C(C(C(O4)CO)O)OC(=O)N)O)C(=O)NC(C)C(C(C)C(=O)NC(C(C)O)C(=O)NCCC5=NC(=CS5)C6=NC(=CS6)C(=O)NCCC[S+](C)C)O. Cell line: UACC-257. Synergy scores: CSS=6.43, Synergy_ZIP=-1.27, Synergy_Bliss=3.34, Synergy_Loewe=3.65, Synergy_HSA=3.65.